Task: Predict the reaction yield, written as a fraction of the theoretical maximum amount of product (1.0 means a 100% yield; for example, 0.34 means a 34% yield).. Dataset: Reaction yield outcomes from USPTO patents with 853,638 reactions (1) The reactants are [NH:1]([C:3]1[CH:8]=[C:7]([C:9]#[N:10])[CH:6]=[CH:5][N:4]=1)[NH2:2].[Cl:11][C:12]1[CH:13]=[C:14]([CH2:18][C:19](=O)[CH2:20][C:21](OCC)=[O:22])[CH:15]=[CH:16][CH:17]=1. No catalyst specified. The product is [Cl:11][C:12]1[CH:13]=[C:14]([CH2:18][C:19]2[CH:20]=[C:21]([OH:22])[N:1]([C:3]3[CH:8]=[C:7]([C:9]#[N:10])[CH:6]=[CH:5][N:4]=3)[N:2]=2)[CH:15]=[CH:16][CH:17]=1. The yield is 0.320. (2) The reactants are F[C:2]1[CH:29]=[C:28]([F:30])[CH:27]=[CH:26][C:3]=1[CH2:4][N:5]1[C:9]2=[CH:10][N:11]=[C:12]([C:14]([O:16][CH3:17])=[O:15])[CH:13]=[C:8]2[C:7]([CH2:18]SC2C=CC=CC=2)=[CH:6]1.[NH:31]1[CH2:36][CH2:35][NH:34][CH2:33][C:32]1=[O:37].CCN(C(C)C)C(C)C.C(=O)(O)[O-].[Na+]. The catalyst is CN(C=O)C. The product is [F:30][C:28]1[CH:29]=[CH:2][C:3]([CH2:4][N:5]2[C:9]3=[CH:10][N:11]=[C:12]([C:14]([O:16][CH3:17])=[O:15])[CH:13]=[C:8]3[C:7]([CH2:18][N:34]3[CH2:35][CH2:36][NH:31][C:32](=[O:37])[CH2:33]3)=[CH:6]2)=[CH:26][CH:27]=1. The yield is 0.950.